From a dataset of Forward reaction prediction with 1.9M reactions from USPTO patents (1976-2016). Predict the product of the given reaction. (1) Given the reactants C1(S([CH2:10][C:11]#[N:12])(=O)=O)C=CC=CC=1.[CH:13]([C:15]1[CH:25]=[CH:24][C:18]([O:19][CH2:20][C:21]([OH:23])=[O:22])=[CH:17][CH:16]=1)=O.[N-:26]=[N+:27]=[N-:28].[Na+].O, predict the reaction product. The product is: [C:11]([C:10]1[NH:28][N:27]=[N:26][C:13]=1[C:15]1[CH:25]=[CH:24][C:18]([O:19][CH2:20][C:21]([OH:23])=[O:22])=[CH:17][CH:16]=1)#[N:12]. (2) Given the reactants [CH2:1]([O:3][C@@H:4]([CH2:9][C:10]1[CH:15]=[CH:14][C:13]([C:16]2[CH:21]=[CH:20][CH:19]=[C:18]([CH2:22][NH:23][CH3:24])[CH:17]=2)=[CH:12][CH:11]=1)[C:5]([O:7]C)=[O:6])[CH3:2].[C:25]1([C:34]2[CH:39]=[CH:38][CH:37]=[CH:36][CH:35]=2)[CH:30]=[CH:29][C:28]([C:31](Cl)=[O:32])=[CH:27][CH:26]=1, predict the reaction product. The product is: [C:25]1([C:34]2[CH:39]=[CH:38][CH:37]=[CH:36][CH:35]=2)[CH:30]=[CH:29][C:28]([C:31]([N:23]([CH2:22][C:18]2[CH:17]=[C:16]([C:13]3[CH:14]=[CH:15][C:10]([CH2:9][C@H:4]([O:3][CH2:1][CH3:2])[C:5]([OH:7])=[O:6])=[CH:11][CH:12]=3)[CH:21]=[CH:20][CH:19]=2)[CH3:24])=[O:32])=[CH:27][CH:26]=1. (3) The product is: [CH2:6]([O:13][CH2:14][C@H:15]1[CH2:17][C@@H:16]1[CH2:18][C:21]#[N:22])[C:7]1[CH:12]=[CH:11][CH:10]=[CH:9][CH:8]=1. Given the reactants CS(Cl)(=O)=O.[CH2:6]([O:13][CH2:14][C@H:15]1[CH2:17][C@@H:16]1[CH2:18]O)[C:7]1[CH:12]=[CH:11][CH:10]=[CH:9][CH:8]=1.O.[C-:21]#[N:22].[K+], predict the reaction product. (4) Given the reactants Br[CH2:2][C:3]([C:5]1[CH:10]=[CH:9][C:8]([O:11][CH3:12])=[CH:7][CH:6]=1)=O.[C:13]([NH2:16])(=[S:15])[CH3:14], predict the reaction product. The product is: [CH3:12][O:11][C:8]1[CH:9]=[CH:10][C:5]([C:3]2[N:16]=[C:13]([CH3:14])[S:15][CH:2]=2)=[CH:6][CH:7]=1. (5) Given the reactants [CH:1]([C:4]1[C:8]([CH2:9][CH2:10][C:11]([C:13]2[CH:27]=[CH:26][C:16]([O:17][C:18]([CH3:25])([CH3:24])[C:19]([O:21]CC)=[O:20])=[C:15]([CH3:28])[CH:14]=2)=[O:12])=[CH:7][N:6]([C:29]2[CH:34]=[CH:33][C:32]([C:35]([F:38])([F:37])[F:36])=[CH:31][CH:30]=2)[N:5]=1)([CH3:3])[CH3:2].O.[OH-].[Li+].Cl, predict the reaction product. The product is: [CH:1]([C:4]1[C:8]([CH2:9][CH2:10][C:11]([C:13]2[CH:27]=[CH:26][C:16]([O:17][C:18]([CH3:24])([CH3:25])[C:19]([OH:21])=[O:20])=[C:15]([CH3:28])[CH:14]=2)=[O:12])=[CH:7][N:6]([C:29]2[CH:30]=[CH:31][C:32]([C:35]([F:37])([F:38])[F:36])=[CH:33][CH:34]=2)[N:5]=1)([CH3:3])[CH3:2]. (6) Given the reactants [C:1]([CH2:3][C:4]([OH:6])=O)#[N:2].CN(C)C=O.ON1C2C=CC=CC=2N=N1.Cl.CN(C)CCCN=C=NCC.C(N(CC)C(C)C)(C)C.Cl.[CH2:44]([NH:46][C:47]([NH:49][C:50]1[CH:55]=[CH:54][C:53]([C:56]2[N:57]=[C:58]([N:66]3[CH2:71][CH2:70][O:69][CH2:68][C@@H:67]3[CH3:72])[C:59]3[CH2:65][NH:64][CH2:63][CH2:62][C:60]=3[N:61]=2)=[CH:52][CH:51]=1)=[O:48])[CH3:45], predict the reaction product. The product is: [C:1]([CH2:3][C:4]([N:64]1[CH2:63][CH2:62][C:60]2[N:61]=[C:56]([C:53]3[CH:52]=[CH:51][C:50]([NH:49][C:47]([NH:46][CH2:44][CH3:45])=[O:48])=[CH:55][CH:54]=3)[N:57]=[C:58]([N:66]3[CH2:71][CH2:70][O:69][CH2:68][C@@H:67]3[CH3:72])[C:59]=2[CH2:65]1)=[O:6])#[N:2]. (7) Given the reactants Br[C:2]1[CH:3]=[C:4]([C:7]([NH2:9])=[O:8])[S:5][CH:6]=1.C([O-])(=O)C.[K+].[CH3:15][C:16]1([CH3:32])[C:20]([CH3:22])([CH3:21])[O:19][B:18]([B:18]2[O:19][C:20]([CH3:22])([CH3:21])[C:16]([CH3:32])([CH3:15])[O:17]2)[O:17]1.O, predict the reaction product. The product is: [CH3:15][C:16]1([CH3:32])[C:20]([CH3:22])([CH3:21])[O:19][B:18]([C:2]2[CH:3]=[C:4]([C:7]([NH2:9])=[O:8])[S:5][CH:6]=2)[O:17]1. (8) Given the reactants C(Cl)(Cl)=O.C1(C)C=CC=CC=1.[NH2:12][C@H:13]1[CH2:17][CH2:16][N:15]([C:18]([O:20][C:21]([CH3:24])([CH3:23])[CH3:22])=[O:19])[CH2:14]1.C(N(CC)CC)C.FC(F)(F)[C:34]([OH:36])=O.FC(F)(F)C(O)=O.[Cl:46][C:47]1[CH:48]=[N:49][C:50]2[NH:51][C:52]3[CH:53]=[N:54][CH:55]=[C:56]([CH:69]=3)[CH2:57][CH2:58][C:59]3[CH:67]=[C:63]([NH:64][C:65]=1[N:66]=2)[CH:62]=[CH:61][C:60]=3[NH2:68], predict the reaction product. The product is: [Cl:46][C:47]1[CH:48]=[N:49][C:50]2[NH:51][C:52]3[CH:53]=[N:54][CH:55]=[C:56]([CH:69]=3)[CH2:57][CH2:58][C:59]3[CH:67]=[C:63]([NH:64][C:65]=1[N:66]=2)[CH:62]=[CH:61][C:60]=3[NH:68][C:34]([NH:12][C@H:13]1[CH2:17][CH2:16][N:15]([C:18]([O:20][C:21]([CH3:24])([CH3:23])[CH3:22])=[O:19])[CH2:14]1)=[O:36].